This data is from Forward reaction prediction with 1.9M reactions from USPTO patents (1976-2016). The task is: Predict the product of the given reaction. (1) The product is: [C:68]1([C:69]2[CH:70]=[CH:71][CH:72]=[CH:73][CH:74]=2)[CH:57]=[CH:58][C:59]([C@H:60]([NH:2][C:1](=[O:8])[O:3][C:4]([CH3:7])([CH3:6])[CH3:5])[CH2:65][OH:19])=[CH:76][CH:77]=1. Given the reactants [C:1](=[O:8])([O:3][C:4]([CH3:7])([CH3:6])[CH3:5])[NH2:2].[OH-].[Na+].ClN1C(C)(C)C(=[O:19])N(Cl)C1=O.CC[C@H]1[C@H:60]2[CH2:59][C@H:58]([C@H:57](OC3C4C(=CC=CC=4)C(O[C@H:57]([C:68]4[CH:77]=[CH:76]N=[C:74]5[C:69]=4[CH:70]=[C:71](OC)[CH:72]=[CH:73]5)[C@@H:58]4N5C[C@H:65](CC)[C@@H:60](CC5)[CH2:59]4)=NN=3)[C:68]3[CH:77]=[CH:76]N=[C:70]4[C:69]=3[CH:74]=[C:73](OC)[CH:72]=[CH:71]4)N(C[CH2:65]2)C1.C(C1C=CC=CC=1C1C=CC=CC=1)=C, predict the reaction product. (2) Given the reactants C(N(C(C)C)CC)(C)C.[CH3:10][N:11](C)[CH2:12][CH2:13][C@H:14]([O:20][C:21]1[C:30]2[C:25](=[CH:26][CH:27]=[CH:28][CH:29]=2)[CH:24]=[CH:23][CH:22]=1)[C:15]1[S:16][CH:17]=[CH:18][CH:19]=1.[ClH:32].C(=O)([O-])O.[Na+], predict the reaction product. The product is: [CH3:10][NH:11][CH2:12][CH2:13][C@H:14]([O:20][C:21]1[CH:22]=[CH:23][CH:24]=[C:25]2[CH:26]=[CH:27][CH:28]=[CH:29][C:30]=12)[C:15]1[S:16][CH:17]=[CH:18][CH:19]=1.[ClH:32].